Dataset: Reaction yield outcomes from USPTO patents with 853,638 reactions. Task: Predict the reaction yield, written as a fraction of the theoretical maximum amount of product (1.0 means a 100% yield; for example, 0.34 means a 34% yield). (1) The reactants are C([N:8]([CH2:21][CH2:22][C:23]#[CH:24])[S:9]([CH2:12][C:13]1[C:18]([CH3:19])=[CH:17][CH:16]=[CH:15][C:14]=1[CH3:20])(=[O:11])=[O:10])(OC(C)(C)C)=O.CN(C=O)C.[CH:30]([NH:43][C:44]1[CH:49]=[CH:48][C:47]([Cl:50])=[CH:46][C:45]=1I)([C:37]1[CH:42]=[CH:41][CH:40]=[CH:39][CH:38]=1)[C:31]1[CH:36]=[CH:35][CH:34]=[CH:33][CH:32]=1.C(N(CC)CC)C. The catalyst is Cl[Pd](Cl)([P](C1C=CC=CC=1)(C1C=CC=CC=1)C1C=CC=CC=1)[P](C1C=CC=CC=1)(C1C=CC=CC=1)C1C=CC=CC=1.[Cu]I.[Cu](I)I.CN(C)C(=O)C.O.C1(C)C=CC=CC=1. The product is [CH:30]([N:43]1[C:44]2[C:49](=[CH:48][C:47]([Cl:50])=[CH:46][CH:45]=2)[CH:24]=[C:23]1[CH2:22][CH2:21][NH:8][S:9]([CH2:12][C:13]1[C:14]([CH3:20])=[CH:15][CH:16]=[CH:17][C:18]=1[CH3:19])(=[O:10])=[O:11])([C:37]1[CH:42]=[CH:41][CH:40]=[CH:39][CH:38]=1)[C:31]1[CH:36]=[CH:35][CH:34]=[CH:33][CH:32]=1. The yield is 0.940. (2) The reactants are [CH3:1][Si:2]([CH3:29])([CH3:28])[CH2:3][CH2:4][O:5][CH2:6][N:7]1[C:11]2[N:12]=[CH:13][N:14]=[C:15]([C:16]3[CH:17]=[N:18][N:19]([CH:21]([CH2:25][CH2:26][OH:27])[CH2:22][CH2:23][OH:24])[CH:20]=3)[C:10]=2[CH:9]=[CH:8]1.C(Cl)Cl.[CH3:33][S:34](Cl)(=[O:36])=[O:35]. The catalyst is O. The product is [CH3:33][S:34]([O:27][CH2:26][CH2:25][CH:21]([N:19]1[CH:20]=[C:16]([C:15]2[C:10]3[CH:9]=[CH:8][N:7]([CH2:6][O:5][CH2:4][CH2:3][Si:2]([CH3:1])([CH3:28])[CH3:29])[C:11]=3[N:12]=[CH:13][N:14]=2)[CH:17]=[N:18]1)[CH2:22][CH2:23][O:24][S:34]([CH3:33])(=[O:36])=[O:35])(=[O:36])=[O:35]. The yield is 0.800.